Dataset: Reaction yield outcomes from USPTO patents with 853,638 reactions. Task: Predict the reaction yield, written as a fraction of the theoretical maximum amount of product (1.0 means a 100% yield; for example, 0.34 means a 34% yield). (1) The reactants are [CH3:1][O:2][C:3]1[CH:4]=[C:5]2[C:10](=[CH:11][C:12]=1[O:13][CH3:14])[N:9]=[CH:8][CH:7]=[C:6]2[O:15][C:16]1[CH:22]=[CH:21][C:19]([NH2:20])=[C:18]([F:23])[CH:17]=1.C(N(CC)CC)C.ClC(Cl)(O[C:35](=[O:41])OC(Cl)(Cl)Cl)Cl.[F:43][C:44]1[CH:49]=[CH:48][C:47]([CH:50]([NH2:52])[CH3:51])=[CH:46][CH:45]=1. The catalyst is C(Cl)(Cl)Cl. The product is [CH3:1][O:2][C:3]1[CH:4]=[C:5]2[C:10](=[CH:11][C:12]=1[O:13][CH3:14])[N:9]=[CH:8][CH:7]=[C:6]2[O:15][C:16]1[CH:22]=[CH:21][C:19]([NH:20][C:35]([NH:52][CH:50]([C:47]2[CH:48]=[CH:49][C:44]([F:43])=[CH:45][CH:46]=2)[CH3:51])=[O:41])=[C:18]([F:23])[CH:17]=1. The yield is 0.330. (2) The reactants are [CH2:1]([N:8]1[C:13](=[O:14])[C:12](Cl)=[C:11](Cl)[C:10]([O:17][CH2:18][C:19]2[CH:24]=[CH:23][CH:22]=[CH:21][CH:20]=2)=[N:9]1)[C:2]1[CH:7]=[CH:6][CH:5]=[CH:4][CH:3]=1.[Cl:25][C:26]1[CH:31]=[CH:30][C:29](B(O)O)=[CH:28][CH:27]=1.C(=O)([O-])[O-].[Na+].[Na+]. The catalyst is C1C=CC([P]([Pd]([P](C2C=CC=CC=2)(C2C=CC=CC=2)C2C=CC=CC=2)([P](C2C=CC=CC=2)(C2C=CC=CC=2)C2C=CC=CC=2)[P](C2C=CC=CC=2)(C2C=CC=CC=2)C2C=CC=CC=2)(C2C=CC=CC=2)C2C=CC=CC=2)=CC=1.C1(C)C=CC=CC=1. The product is [CH2:1]([N:8]1[C:13](=[O:14])[C:12]([C:29]2[CH:30]=[CH:31][C:26]([Cl:25])=[CH:27][CH:28]=2)=[C:11]([C:29]2[CH:30]=[CH:31][C:26]([Cl:25])=[CH:27][CH:28]=2)[C:10]([O:17][CH2:18][C:19]2[CH:24]=[CH:23][CH:22]=[CH:21][CH:20]=2)=[N:9]1)[C:2]1[CH:7]=[CH:6][CH:5]=[CH:4][CH:3]=1. The yield is 0.700. (3) The reactants are O1[CH2:5][CH2:4][NH:3][C:2]1=O.[C:7]1([C@H:13]2[CH2:17][O:16][C:15](=[O:18])[NH:14]2)[CH:12]=[CH:11][CH:10]=[CH:9][CH:8]=1. No catalyst specified. The product is [C:7]1([C@H:13]2[CH2:17][O:16][C:15](=[O:18])[N:14]2[CH2:12][CH2:7][CH:8]2[CH2:5][CH2:4][NH:3][CH2:2][CH2:9]2)[CH:8]=[CH:9][CH:10]=[CH:11][CH:12]=1. The yield is 0.600. (4) The reactants are S(Cl)(Cl)=O.C(O)(=O)CCCCCCCCCCC.C(Cl)(=O)CCCCCCCCCCC.[C:33]([N:46]=[C:47]=[S:48])(=[O:45])[CH2:34][CH2:35][CH2:36][CH2:37][CH2:38][CH2:39][CH2:40][CH2:41][CH2:42][CH2:43][CH3:44].[CH3:49][O:50][C:51]1[CH:52]=[C:53]2[C:58](=[CH:59][C:60]=1[O:61][CH3:62])[N:57]=[CH:56][CH:55]=[C:54]2[O:63][C:64]1[CH:70]=[CH:69][C:67]([NH2:68])=[C:66]([F:71])[CH:65]=1. The catalyst is C(O)C.C1(C)C=CC=CC=1. The product is [CH3:49][O:50][C:51]1[CH:52]=[C:53]2[C:58](=[CH:59][C:60]=1[O:61][CH3:62])[N:57]=[CH:56][CH:55]=[C:54]2[O:63][C:64]1[CH:70]=[CH:69][C:67]([NH:68][C:47]([NH:46][C:33](=[O:45])[CH2:34][CH2:35][CH2:36][CH2:37][CH2:38][CH2:39][CH2:40][CH2:41][CH2:42][CH2:43][CH3:44])=[S:48])=[C:66]([F:71])[CH:65]=1. The yield is 0.680.